Dataset: Forward reaction prediction with 1.9M reactions from USPTO patents (1976-2016). Task: Predict the product of the given reaction. Given the reactants [CH3:1][C:2]([O:5][C:6]([NH:8][CH:9]([CH:13]1[CH2:18][CH2:17][O:16][CH2:15][CH2:14]1)[C:10]([OH:12])=O)=[O:7])([CH3:4])[CH3:3].O[C@H](C)[C@H](NC(=O)OC(C)(C)C)C([N:24]1[CH2:29][CH2:28][O:27][CH2:26][CH2:25]1)=O, predict the reaction product. The product is: [N:24]1([C:10](=[O:12])[CH:9]([NH:8][C:6](=[O:7])[O:5][C:2]([CH3:1])([CH3:3])[CH3:4])[CH:13]2[CH2:18][CH2:17][O:16][CH2:15][CH2:14]2)[CH2:29][CH2:28][O:27][CH2:26][CH2:25]1.